This data is from Reaction yield outcomes from USPTO patents with 853,638 reactions. The task is: Predict the reaction yield, written as a fraction of the theoretical maximum amount of product (1.0 means a 100% yield; for example, 0.34 means a 34% yield). (1) The reactants are Cl[CH2:2][CH2:3][CH2:4][S:5][CH2:6][C:7]1[NH:8][C:9](=[O:19])[C:10]([OH:18])=[C:11]([C:13]([O:15][CH2:16][CH3:17])=[O:14])[N:12]=1.C([O-])([O-])=O.[K+].[K+].[CH2:26](Br)[C:27]1[CH:32]=[CH:31][CH:30]=[CH:29][CH:28]=1. The catalyst is CN(C=O)C.CCOCC. The product is [CH2:26]([O:18][C:10]1[C:9](=[O:19])[N:8]2[C:7]([CH2:6][S:5][CH2:4][CH2:3][CH2:2]2)=[N:12][C:11]=1[C:13]([O:15][CH2:16][CH3:17])=[O:14])[C:27]1[CH:32]=[CH:31][CH:30]=[CH:29][CH:28]=1. The yield is 0.750. (2) The reactants are Cl.[CH3:2][O:3][C:4](=[O:11])[C@H:5]([CH2:7][CH:8]([CH3:10])[CH3:9])[NH2:6].[N:12]1[CH:17]=CC=CC=1.C(Cl)(Cl)=[O:19].C1(C)C=CC=CC=1.Cl. The catalyst is C(Cl)Cl. The product is [CH3:2][O:3][C:4](=[O:11])[C@:5]([N:12]=[C:17]=[O:19])([CH2:7][CH:8]([CH3:10])[CH3:9])[NH2:6]. The yield is 0.860. (3) The reactants are [C:1]([C:7]1[CH:18]=[CH:17][CH:16]=[CH:15][C:8]=1[C:9](N(C)OC)=[O:10])#[C:2][CH2:3][CH2:4][CH2:5][CH3:6].[F:19][C:20]1[CH:28]=[CH:27][C:23]([CH2:24][Mg]Cl)=[CH:22][CH:21]=1. The catalyst is C1COCC1. The product is [F:19][C:20]1[CH:28]=[CH:27][C:23]([CH2:24][C:9]([C:8]2[CH:15]=[CH:16][CH:17]=[CH:18][C:7]=2[C:1]#[C:2][CH2:3][CH2:4][CH2:5][CH3:6])=[O:10])=[CH:22][CH:21]=1. The yield is 0.610. (4) The reactants are [CH3:1][C:2]1[CH:11]=[C:10]([CH3:12])[C:9]([C:13]2[NH:17][CH:16]3[CH2:18][O:19][CH2:20][CH:15]3[N:14]=2)=[CH:8][C:3]=1[C:4]([O:6]C)=[O:5].[OH-].[Na+]. The catalyst is CO.O. The product is [CH3:1][C:2]1[CH:11]=[C:10]([CH3:12])[C:9]([C:13]2[NH:17][CH:16]3[CH2:18][O:19][CH2:20][CH:15]3[N:14]=2)=[CH:8][C:3]=1[C:4]([OH:6])=[O:5]. The yield is 0.840. (5) The yield is 0.680. The product is [CH3:16][O:17][C:18]1[CH:23]=[CH:22][C:21]([C:24]23[N:39]([C:13]([C:12]4[C:8]([CH3:7])=[N:9][O:10][CH:11]=4)=[O:15])[CH2:38][CH2:37][N:25]2[C:26](=[O:36])[C:27]2[N:28]([CH:30]=[C:31]([N+:33]([O-:35])=[O:34])[CH:32]=2)[CH2:29]3)=[CH:20][CH:19]=1. The catalyst is CN(C=O)C.C(Cl)Cl.N1C=CC=CC=1. The reactants are C(Cl)(=O)C(Cl)=O.[CH3:7][C:8]1[C:12]([C:13]([OH:15])=O)=[CH:11][O:10][N:9]=1.[CH3:16][O:17][C:18]1[CH:23]=[CH:22][C:21]([C:24]23[NH:39][CH2:38][CH2:37][N:25]2[C:26](=[O:36])[C:27]2[N:28]([CH:30]=[C:31]([N+:33]([O-:35])=[O:34])[CH:32]=2)[CH2:29]3)=[CH:20][CH:19]=1. (6) The reactants are [NH2:1][C:2]1[N:3]([CH3:25])[C:4](=[O:24])[C:5]([C:17]2[CH:22]=[CH:21][CH:20]=[C:19](Br)[CH:18]=2)([C:7]2[CH:12]=[CH:11][CH:10]=[C:9]([Si:13]([CH3:16])([CH3:15])[CH3:14])[CH:8]=2)[N:6]=1.C([Sn](CCCC)(CCCC)[C:31]1[CH:36]=[N:35][CH:34]=[CH:33][N:32]=1)CCC. The catalyst is CN(C=O)C.O.C1C=CC([P]([Pd]([P](C2C=CC=CC=2)(C2C=CC=CC=2)C2C=CC=CC=2)([P](C2C=CC=CC=2)(C2C=CC=CC=2)C2C=CC=CC=2)[P](C2C=CC=CC=2)(C2C=CC=CC=2)C2C=CC=CC=2)(C2C=CC=CC=2)C2C=CC=CC=2)=CC=1. The product is [NH2:1][C:2]1[N:3]([CH3:25])[C:4](=[O:24])[C:5]([C:17]2[CH:22]=[CH:21][CH:20]=[C:19]([C:31]3[CH:36]=[N:35][CH:34]=[CH:33][N:32]=3)[CH:18]=2)([C:7]2[CH:12]=[CH:11][CH:10]=[C:9]([Si:13]([CH3:16])([CH3:15])[CH3:14])[CH:8]=2)[N:6]=1. The yield is 0.0500. (7) The reactants are C[N:2]([CH:4]=[O:5])[CH3:3].[CH3:6][C:7]([O-:10])([CH3:9])[CH3:8].[K+].CN([C:21]1[CH:26]=[CH:25][C:24]([N+:27]([O-:29])=[O:28])=[CH:23][CH:22]=1)C(=O)OC(C)(C)C.Cl.O([NH2:33])C. The catalyst is Cl[Cu].CCOC(C)=O. The product is [NH2:33][C:23]1[CH:22]=[C:21]([CH2:3][NH:2][C:4](=[O:5])[O:10][C:7]([CH3:9])([CH3:8])[CH3:6])[CH:26]=[CH:25][C:24]=1[N+:27]([O-:29])=[O:28]. The yield is 0.240. (8) The reactants are [CH2:1]([N:3]1[C:12]2[C:7](=[N:8][CH:9]=[C:10]([CH2:13][C:14]3[CH:19]=[CH:18][C:17]([F:20])=[CH:16][CH:15]=3)[CH:11]=2)[C:6]([OH:21])=[C:5]([C:22](OCC)=[O:23])[C:4]1=[O:27])[CH3:2].[NH2:28][C@@H:29]([CH3:32])[CH2:30][OH:31]. No catalyst specified. The product is [CH2:1]([N:3]1[C:12]2[C:7](=[N:8][CH:9]=[C:10]([CH2:13][C:14]3[CH:19]=[CH:18][C:17]([F:20])=[CH:16][CH:15]=3)[CH:11]=2)[C:6]([OH:21])=[C:5]([C:22]([NH:28][C@@H:29]([CH3:32])[CH2:30][OH:31])=[O:23])[C:4]1=[O:27])[CH3:2]. The yield is 0.510. (9) The reactants are [N+:1]([C:4]1[CH:14]=[CH:13][CH:12]=[C:6]2[C:7]([O:9][C:10](=[O:11])[C:5]=12)=O)([O-:3])=[O:2].[NH2:15][CH2:16][CH2:17][C:18]([OH:20])=[O:19]. No catalyst specified. The product is [N+:1]([C:4]1[CH:14]=[CH:13][CH:12]=[C:6]2[C:7]([N:15]([CH2:16][CH2:17][C:18]([OH:20])=[O:19])[C:10](=[O:11])[C:5]=12)=[O:9])([O-:3])=[O:2]. The yield is 0.800. (10) The reactants are COC1C=C(OC)C=CC=1[CH2:11][N:12]([CH2:14][C:15]1[C:19]([F:20])=[C:18]([C:21]2[C:22]([F:27])=[N:23][CH:24]=[CH:25][CH:26]=2)[N:17]([S:28]([C:31]2[CH:32]=[N:33][CH:34]=[CH:35][CH:36]=2)(=[O:30])=[O:29])[CH:16]=1)C.C(Cl)(=O)OC(Cl)C.C(N(CC)CC)C. The catalyst is O1CCCC1. The product is [F:20][C:19]1[C:15]([CH2:14][NH:12][CH3:11])=[CH:16][N:17]([S:28]([C:31]2[CH:32]=[N:33][CH:34]=[CH:35][CH:36]=2)(=[O:30])=[O:29])[C:18]=1[C:21]1[C:22]([F:27])=[N:23][CH:24]=[CH:25][CH:26]=1. The yield is 0.770.